From a dataset of Reaction yield outcomes from USPTO patents with 853,638 reactions. Predict the reaction yield, written as a fraction of the theoretical maximum amount of product (1.0 means a 100% yield; for example, 0.34 means a 34% yield). (1) The reactants are [CH:1]1([CH2:6][CH:7]([N:11]2[C:19]3[C:14](=[CH:15][C:16]([CH3:20])=[CH:17][CH:18]=3)[C:13](=O)[C:12]2=[O:22])[C:8]([OH:10])=[O:9])[CH2:5][CH2:4][CH2:3][CH2:2]1.O.NN. No catalyst specified. The product is [CH:1]1([CH2:6][CH:7]([N:11]2[C:19]3[C:14](=[CH:15][C:16]([CH3:20])=[CH:17][CH:18]=3)[CH2:13][C:12]2=[O:22])[C:8]([OH:10])=[O:9])[CH2:5][CH2:4][CH2:3][CH2:2]1. The yield is 0.970. (2) The catalyst is O. The product is [CH3:1][N:2]([C:14]1[C:23]([CH3:24])=[CH:22][C:21]2[C:20]([CH3:25])=[CH:19][CH2:18][C:17]([CH3:27])([CH3:26])[C:16]=2[CH:15]=1)[C:3]1[CH:4]=[CH:5][C:6]([C:7]([OH:9])=[O:8])=[CH:12][CH:13]=1. The reactants are [CH3:1][N:2]([C:14]1[C:23]([CH3:24])=[CH:22][C:21]2[C:20]([CH3:25])=[CH:19][CH2:18][C:17]([CH3:27])([CH3:26])[C:16]=2[CH:15]=1)[C:3]1[CH:13]=[CH:12][C:6]([C:7]([O:9]CC)=[O:8])=[CH:5][CH:4]=1.C(O)C.[OH-].[K+]. The yield is 0.920. (3) The reactants are C(O[C:6]([N:8]1[CH2:13][CH2:12][N:11](C2C(=O)N(CC(C)C)N=C(C3C=CC(C)=C(F)C=3)C=2C)[CH2:10][CH2:9]1)=O)(C)(C)C.[F:34][C:35]1[CH:40]=[C:39]([F:41])[CH:38]=[CH:37][C:36]=1[C:42]1[CH:43]=[C:44]([CH2:53]OS(C)(=O)=O)[C:45](=[O:52])[N:46]([CH2:48][CH:49]([CH3:51])[CH3:50])[N:47]=1.CN1CCNCC1. No catalyst specified. The product is [F:34][C:35]1[CH:40]=[C:39]([F:41])[CH:38]=[CH:37][C:36]=1[C:42]1[CH:43]=[C:44]([CH2:53][N:11]2[CH2:12][CH2:13][N:8]([CH3:6])[CH2:9][CH2:10]2)[C:45](=[O:52])[N:46]([CH2:48][CH:49]([CH3:51])[CH3:50])[N:47]=1. The yield is 0.940. (4) The reactants are [H-].[Na+].[O:3]=[C:4]1[CH2:12][C:11]2[C:6](=[CH:7][CH:8]=[C:9]([S:13]([NH2:16])(=[O:15])=[O:14])[CH:10]=2)[NH:5]1.Cl[C:18]1[C:27]2[C:22](=[CH:23][C:24]([O:30][CH2:31][CH2:32][N:33]3[CH:37]=[CH:36][N:35]=[CH:34]3)=[C:25]([O:28][CH3:29])[CH:26]=2)[N:21]=[CH:20][N:19]=1.CS(C)=O. The catalyst is CN(C)C=O. The product is [C:4]([OH:28])(=[O:3])[CH3:12].[N:33]1([CH2:32][CH2:31][O:30][C:24]2[CH:23]=[C:22]3[C:27]([C:18]([CH:12]4[C:11]5[C:6](=[CH:7][CH:8]=[C:9]([S:13]([NH2:16])(=[O:14])=[O:15])[CH:10]=5)[NH:5][C:4]4=[O:3])=[N:19][CH:20]=[N:21]3)=[CH:26][C:25]=2[O:28][CH3:29])[CH:37]=[CH:36][N:35]=[CH:34]1. The yield is 0.540. (5) The reactants are [Cl:1][C:2]1[CH:10]=[C:9]([CH:11]([O:14][CH2:15][C:16]2([C:29]3[CH:34]=[CH:33][C:32]([F:35])=[CH:31][CH:30]=3)[CH2:21][CH2:20][N:19]([C:22]([O:24][C:25]([CH3:28])([CH3:27])[CH3:26])=[O:23])[CH2:18][CH2:17]2)[CH:12]=[CH2:13])[C:8]2[C:4](=[CH:5][N:6]([CH2:36][O:37][CH2:38][CH2:39][Si:40]([CH3:43])([CH3:42])[CH3:41])[N:7]=2)[CH:3]=1.[O:44]1CCCC1.B.C1COCC1.OO.[OH-].[Na+]. The catalyst is CCOCC. The product is [Cl:1][C:2]1[CH:10]=[C:9]([CH:11]([O:14][CH2:15][C:16]2([C:29]3[CH:34]=[CH:33][C:32]([F:35])=[CH:31][CH:30]=3)[CH2:21][CH2:20][N:19]([C:22]([O:24][C:25]([CH3:26])([CH3:27])[CH3:28])=[O:23])[CH2:18][CH2:17]2)[CH2:12][CH2:13][OH:44])[C:8]2[C:4](=[CH:5][N:6]([CH2:36][O:37][CH2:38][CH2:39][Si:40]([CH3:43])([CH3:42])[CH3:41])[N:7]=2)[CH:3]=1. The yield is 0.706. (6) The reactants are CS(C)=O.F[C:6]1[CH:13]=[CH:12][C:9]([C:10]#[N:11])=[C:8]([C:14]([F:17])([F:16])[F:15])[CH:7]=1.C(=O)([O-])[O-].[Cs+].[Cs+].[CH:24]1([CH2:27][NH:28][CH2:29][CH2:30][CH3:31])[CH2:26][CH2:25]1. The catalyst is O. The product is [CH:24]1([CH2:27][N:28]([CH2:29][CH2:30][CH3:31])[C:6]2[CH:13]=[CH:12][C:9]([C:10]#[N:11])=[C:8]([C:14]([F:17])([F:16])[F:15])[CH:7]=2)[CH2:26][CH2:25]1. The yield is 0.810.